From a dataset of Reaction yield outcomes from USPTO patents with 853,638 reactions. Predict the reaction yield, written as a fraction of the theoretical maximum amount of product (1.0 means a 100% yield; for example, 0.34 means a 34% yield). The reactants are [CH:1]([CH:4]1[S:9][CH2:8][CH2:7][CH2:6][S:5]1)([CH3:3])[CH3:2].C([Li])CCC.[CH:15](=[O:19])[CH2:16][CH2:17][CH3:18]. The catalyst is O1CCCC1. The product is [CH:1]([C:4]1([CH:15]([OH:19])[CH2:16][CH2:17][CH3:18])[S:9][CH2:8][CH2:7][CH2:6][S:5]1)([CH3:3])[CH3:2]. The yield is 0.850.